From a dataset of Full USPTO retrosynthesis dataset with 1.9M reactions from patents (1976-2016). Predict the reactants needed to synthesize the given product. (1) Given the product [Br:17][CH2:7][C:6]1[N:5]([CH2:8][CH3:9])[N:4]([CH:10]2[CH2:11][CH2:12][CH2:13][CH2:14][CH2:15]2)[C:3](=[O:16])[C:2]=1[Cl:1], predict the reactants needed to synthesize it. The reactants are: [Cl:1][C:2]1[C:3](=[O:16])[N:4]([CH:10]2[CH2:15][CH2:14][CH2:13][CH2:12][CH2:11]2)[N:5]([CH2:8][CH3:9])[C:6]=1[CH3:7].[Br:17]N1C(=O)CCC1=O. (2) Given the product [F:27][C:28]1[CH:35]=[CH:34][CH:33]=[CH:32][C:29]=1[CH2:30][O:1][C:2]1[CH:3]=[C:4]([C:8]2[C:17]3[C:12](=[C:13]([C:18]([F:19])([F:20])[F:21])[CH:14]=[CH:15][CH:16]=3)[N:11]=[CH:10][C:9]=2[C:22]([OH:24])=[O:23])[CH:5]=[CH:6][CH:7]=1, predict the reactants needed to synthesize it. The reactants are: [OH:1][C:2]1[CH:3]=[C:4]([C:8]2[C:17]3[C:12](=[C:13]([C:18]([F:21])([F:20])[F:19])[CH:14]=[CH:15][CH:16]=3)[N:11]=[CH:10][C:9]=2[C:22]([O:24]CC)=[O:23])[CH:5]=[CH:6][CH:7]=1.[F:27][C:28]1[CH:35]=[CH:34][CH:33]=[CH:32][C:29]=1[CH2:30]Br. (3) The reactants are: [CH2:1]([O:3][C:4]([C:6]1[N:7]=[C:8]2[N:12]([C:13]=1[CH3:14])[CH:11](O)[CH2:10][S:9]2)=[O:5])[CH3:2].O=P(Cl)(Cl)Cl. Given the product [CH2:1]([O:3][C:4]([C:6]1[N:7]=[C:8]2[N:12]([C:13]=1[CH3:14])[CH:11]=[CH:10][S:9]2)=[O:5])[CH3:2], predict the reactants needed to synthesize it. (4) Given the product [CH2:27]([N:10]1[C:9]2[CH:8]=[CH:7][CH:6]=[C:5]([C:3]([OH:4])=[O:2])[C:13]=2[N:12]=[C:11]1[NH:14][C:15]([C:17]1[N:18]=[CH:19][C:20]2[C:25]([CH:26]=1)=[CH:24][CH:23]=[CH:22][CH:21]=2)=[O:16])[C:28]1[CH:29]=[CH:30][CH:31]=[CH:32][CH:33]=1, predict the reactants needed to synthesize it. The reactants are: C[O:2][C:3]([C:5]1[C:13]2[N:12]=[C:11]([NH:14][C:15]([C:17]3[N:18]=[CH:19][C:20]4[C:25]([CH:26]=3)=[CH:24][CH:23]=[CH:22][CH:21]=4)=[O:16])[N:10]([CH2:27][C:28]3[CH:33]=[CH:32][CH:31]=[CH:30][CH:29]=3)[C:9]=2[CH:8]=[CH:7][CH:6]=1)=[O:4].CO.[Li+].[OH-]. (5) Given the product [CH3:14][C:13]1([CH3:15])[N:9]([CH2:8][C:6]2[CH:5]=[CH:4][N:3]=[C:2]([NH:1][C:78]3[CH:79]=[N:80][CH:81]=[C:82]([CH2:84][N:85]4[CH2:86][CH2:87][CH2:88][CH2:89]4)[CH:83]=3)[CH:7]=2)[C:10](=[O:28])[N:11]([C:17]2[CH:22]=[CH:21][C:20]([S:23][C:24]([F:27])([F:26])[F:25])=[CH:19][CH:18]=2)[C:12]1=[O:16], predict the reactants needed to synthesize it. The reactants are: [NH2:1][C:2]1[CH:7]=[C:6]([CH2:8][N:9]2[C:13]([CH3:15])([CH3:14])[C:12](=[O:16])[N:11]([C:17]3[CH:22]=[CH:21][C:20]([S:23][C:24]([F:27])([F:26])[F:25])=[CH:19][CH:18]=3)[C:10]2=[O:28])[CH:5]=[CH:4][N:3]=1.CC1(C)C2C=CC(P(C3C=CC=CC=3)C3C=CC=CC=3)=CC=2OC2C1=CC=C(P(C1C=CC=CC=1)C1C=CC=CC=1)C=2.C(=O)([O-])[O-].[Cs+].[Cs+].Br[C:78]1[CH:79]=[N:80][CH:81]=[C:82]([CH2:84][N:85]2[CH2:89][CH2:88][CH2:87][CH2:86]2)[CH:83]=1. (6) The reactants are: Cl.[CH3:2][O:3][C:4]1[C:12]2[O:11][C:10]([CH3:14])([CH3:13])[CH2:9][C:8]=2[C:7]([C:15]2[C:16]([CH3:28])([CH3:27])[C:17](=[O:26])[N:18]([CH:20]3[CH2:25][CH2:24][NH:23][CH2:22][CH2:21]3)[N:19]=2)=[CH:6][CH:5]=1.[F:29][C:30]1[CH:35]=[CH:34][CH:33]=[CH:32][C:31]=1[S:36](Cl)(=[O:38])=[O:37]. Given the product [F:29][C:30]1[CH:35]=[CH:34][CH:33]=[CH:32][C:31]=1[S:36]([N:23]1[CH2:24][CH2:25][CH:20]([N:18]2[C:17](=[O:26])[C:16]([CH3:28])([CH3:27])[C:15]([C:7]3[C:8]4[CH2:9][C:10]([CH3:14])([CH3:13])[O:11][C:12]=4[C:4]([O:3][CH3:2])=[CH:5][CH:6]=3)=[N:19]2)[CH2:21][CH2:22]1)(=[O:38])=[O:37], predict the reactants needed to synthesize it. (7) Given the product [S:10]1[C:14]([CH2:15][C:4]2[CH:3]=[C:2]([Cl:1])[CH:7]=[C:6]([Br:8])[CH:5]=2)=[CH:13][C:12]2[CH:17]=[CH:18][CH:19]=[CH:20][C:11]1=2, predict the reactants needed to synthesize it. The reactants are: [Cl:1][C:2]1[CH:7]=[C:6]([Br:8])[CH:5]=[C:4](Br)[CH:3]=1.[S:10]1[C:14]([CH:15]=O)=[CH:13][C:12]2[CH:17]=[CH:18][CH:19]=[CH:20][C:11]1=2. (8) Given the product [OH:4][CH2:5][C:6]1[C:7]([N:32]2[CH2:44][CH2:43][C:42]3[N:41]4[C:36]([CH2:37][CH2:38][CH2:39][CH2:40]4)=[CH:35][C:34]=3[C:33]2=[O:45])=[N:8][CH:9]=[CH:10][C:11]=1[C:12]1[CH:17]=[C:16]([NH:18][C:19]2[CH:24]=[CH:23][C:22]([CH:25]3[CH2:28][N:27]([CH3:29])[CH2:26]3)=[CH:21][N:20]=2)[C:15](=[O:30])[N:14]([CH3:31])[CH:13]=1, predict the reactants needed to synthesize it. The reactants are: C([O:4][CH2:5][C:6]1[C:7]([N:32]2[CH2:44][CH2:43][C:42]3[N:41]4[C:36]([CH2:37][CH2:38][CH2:39][CH2:40]4)=[CH:35][C:34]=3[C:33]2=[O:45])=[N:8][CH:9]=[CH:10][C:11]=1[C:12]1[CH:17]=[C:16]([NH:18][C:19]2[CH:24]=[CH:23][C:22]([CH:25]3[CH2:28][N:27]([CH3:29])[CH2:26]3)=[CH:21][N:20]=2)[C:15](=[O:30])[N:14]([CH3:31])[CH:13]=1)(=O)C.[OH-].[Li+].